Predict the reaction yield, written as a fraction of the theoretical maximum amount of product (1.0 means a 100% yield; for example, 0.34 means a 34% yield). From a dataset of Reaction yield outcomes from USPTO patents with 853,638 reactions. (1) The reactants are [I:1][C:2]1[CH:11]=[CH:10][C:9]2[C:4](=[C:5]([OH:12])[CH:6]=[CH:7][CH:8]=2)[N:3]=1.Br[CH:14]([CH3:16])[CH3:15]. No catalyst specified. The product is [I:1][C:2]1[CH:11]=[CH:10][C:9]2[C:4](=[C:5]([O:12][CH:14]([CH3:16])[CH3:15])[CH:6]=[CH:7][CH:8]=2)[N:3]=1. The yield is 0.840. (2) The reactants are S(C1C=CC(C)=CC=1)(O)(=O)=O.[NH2:12][C@@H:13]([CH2:17][C:18]1[CH:23]=[CH:22][C:21]([O:24][C:25](=[O:38])[C:26]([CH3:37])([O:28][C:29](=[O:36])[C:30]2[CH:35]=[CH:34][CH:33]=[CH:32][CH:31]=2)[CH3:27])=[C:20]([O:39][C:40](=[O:53])[C:41]([O:44][C:45](=[O:52])[C:46]2[CH:51]=[CH:50][CH:49]=[CH:48][CH:47]=2)([CH3:43])[CH3:42])[CH:19]=1)[C:14]([OH:16])=[O:15].C(N(CC)CC)C. The catalyst is C(#N)C.O. The product is [NH2:12][C@@H:13]([CH2:17][C:18]1[CH:23]=[CH:22][C:21]([O:24][C:25](=[O:38])[C:26]([CH3:27])([O:28][C:29](=[O:36])[C:30]2[CH:35]=[CH:34][CH:33]=[CH:32][CH:31]=2)[CH3:37])=[C:20]([O:39][C:40](=[O:53])[C:41]([O:44][C:45](=[O:52])[C:46]2[CH:47]=[CH:48][CH:49]=[CH:50][CH:51]=2)([CH3:43])[CH3:42])[CH:19]=1)[C:14]([OH:16])=[O:15]. The yield is 0.810. (3) The product is [CH:22]1([N:25]2[CH:29]=[C:28]([CH2:30][C:31]([NH:1][C:2]3[CH:7]=[N:6][CH:5]=[C:4]([C:8]([C:10]4[C:18]5[CH:17]=[N:16][CH:15]=[N:14][C:13]=5[N:12]([CH:19]([CH3:21])[CH3:20])[CH:11]=4)=[O:9])[CH:3]=3)=[O:32])[C:27]([C:34]([F:37])([F:36])[F:35])=[N:26]2)[CH2:24][CH2:23]1. The reactants are [NH2:1][C:2]1[CH:3]=[C:4]([C:8]([C:10]2[C:18]3[CH:17]=[N:16][CH:15]=[N:14][C:13]=3[N:12]([CH:19]([CH3:21])[CH3:20])[CH:11]=2)=[O:9])[CH:5]=[N:6][CH:7]=1.[CH:22]1([N:25]2[CH:29]=[C:28]([CH2:30][C:31](O)=[O:32])[C:27]([C:34]([F:37])([F:36])[F:35])=[N:26]2)[CH2:24][CH2:23]1.CCCP(O)(O)=O. The catalyst is C1COCC1. The yield is 0.770. (4) The reactants are [C:1]1([S:11]([NH2:14])(=[O:13])=[O:12])[C:2]([S:7]([NH2:10])(=[O:9])=[O:8])=[CH:3][CH:4]=[CH:5][CH:6]=1.[C:15]1([C:21]2[O:22][C:23]3[CH:29]=[C:28]([C:30](O)=[O:31])[CH:27]=[CH:26][C:24]=3[CH:25]=2)[CH:20]=[CH:19][CH:18]=[CH:17][CH:16]=1.C(Cl)CCl. The catalyst is CN(C1C=CN=CC=1)C.CN(C=O)C. The product is [C:15]1([C:21]2[O:22][C:23]3[CH:29]=[C:28]([C:30]([NH:10][S:7]([C:2]4[CH:3]=[CH:4][CH:5]=[CH:6][C:1]=4[S:11](=[O:13])(=[O:12])[NH2:14])(=[O:9])=[O:8])=[O:31])[CH:27]=[CH:26][C:24]=3[CH:25]=2)[CH:20]=[CH:19][CH:18]=[CH:17][CH:16]=1. The yield is 0.610. (5) The reactants are [CH3:1][C:2]1[C:3]([CH2:9][N:10]([CH2:17][C:18]2[C:27]3[C:22](=[CH:23][CH:24]=[CH:25][CH:26]=3)[CH:21]=[CH:20][N:19]=2)[CH:11]2[CH2:16][CH2:15][NH:14][CH2:13][CH2:12]2)=[N:4][CH:5]=[C:6]([CH3:8])[CH:7]=1.CCN(C(C)C)C(C)C.[NH:37]1[CH:41]=[CH:40][N:39]=[C:38]1[NH:42][C:43](N1C=CN=C1)=[O:44]. The catalyst is CN(C=O)C.[Cl-].[Na+].O. The product is [NH:37]1[CH:41]=[CH:40][N:39]=[C:38]1[NH:42][C:43]([N:14]1[CH2:15][CH2:16][CH:11]([N:10]([CH2:9][C:3]2[C:2]([CH3:1])=[CH:7][C:6]([CH3:8])=[CH:5][N:4]=2)[CH2:17][C:18]2[C:27]3[C:22](=[CH:23][CH:24]=[CH:25][CH:26]=3)[CH:21]=[CH:20][N:19]=2)[CH2:12][CH2:13]1)=[O:44]. The yield is 0.750. (6) The reactants are Cl[C:2]1[CH:11]=[C:10]([C:12]#[N:13])[C:5]([C:6]([O:8][CH3:9])=[O:7])=[C:4]([NH:14][C:15]2[CH:20]=[CH:19][CH:18]=[C:17]([S:21]([CH3:24])(=[O:23])=[O:22])[CH:16]=2)[N:3]=1.[NH2:25][C@H:26]([CH2:30][CH:31]([CH3:33])[CH3:32])[C:27]([NH2:29])=[O:28].CCN(CC)CC.C([O-])(O)=O.[Na+]. The catalyst is CN(C=O)C. The product is [NH2:29][C:27](=[O:28])[C@H:26]([NH:25][C:2]1[CH:11]=[C:10]([C:12]#[N:13])[C:5]([C:6]([O:8][CH3:9])=[O:7])=[C:4]([NH:14][C:15]2[CH:20]=[CH:19][CH:18]=[C:17]([S:21]([CH3:24])(=[O:23])=[O:22])[CH:16]=2)[N:3]=1)[CH2:30][CH:31]([CH3:33])[CH3:32]. The yield is 0.500. (7) The reactants are [F:1][C:2]1[CH:3]=[C:4]([C:9]2[CH:10]=[C:11]([C:16]([O:18][CH3:19])=[O:17])[C:12](=[O:15])[NH:13][N:14]=2)[CH:5]=[CH:6][C:7]=1[CH3:8].C(=O)([O-])[O-].[K+].[K+].[CH2:26](Br)[CH:27]([CH3:29])[CH3:28].C(=O)([O-])O.[Na+]. The catalyst is CN(C)C=O. The product is [F:1][C:2]1[CH:3]=[C:4]([C:9]2[CH:10]=[C:11]([C:16]([O:18][CH3:19])=[O:17])[C:12](=[O:15])[N:13]([CH2:26][CH:27]([CH3:29])[CH3:28])[N:14]=2)[CH:5]=[CH:6][C:7]=1[CH3:8]. The yield is 0.849.